From a dataset of Peptide-MHC class II binding affinity with 134,281 pairs from IEDB. Regression. Given a peptide amino acid sequence and an MHC pseudo amino acid sequence, predict their binding affinity value. This is MHC class II binding data. (1) The peptide sequence is YIKFLANVSTVLTGK. The MHC is DRB1_1602 with pseudo-sequence DRB1_1602. The binding affinity (normalized) is 0.780. (2) The MHC is DRB1_0802 with pseudo-sequence DRB1_0802. The peptide sequence is VKTITNDQIEVTNAT. The binding affinity (normalized) is 0.447. (3) The peptide sequence is ALLPRAGAAAAAALP. The MHC is DRB1_0802 with pseudo-sequence DRB1_0802. The binding affinity (normalized) is 0.154. (4) The peptide sequence is KQAYAATVATAPEVK. The MHC is DRB1_1501 with pseudo-sequence DRB1_1501. The binding affinity (normalized) is 0. (5) The peptide sequence is AFILDGDNLFTKV. The MHC is DRB3_0101 with pseudo-sequence DRB3_0101. The binding affinity (normalized) is 0.863.